Dataset: Peptide-MHC class I binding affinity with 185,985 pairs from IEDB/IMGT. Task: Regression. Given a peptide amino acid sequence and an MHC pseudo amino acid sequence, predict their binding affinity value. This is MHC class I binding data. (1) The peptide sequence is AVKGVGTMV. The MHC is HLA-A02:06 with pseudo-sequence HLA-A02:06. The binding affinity (normalized) is 0. (2) The peptide sequence is YMLFTKFFY. The MHC is HLA-A24:02 with pseudo-sequence HLA-A24:02. The binding affinity (normalized) is 0.448.